From a dataset of Catalyst prediction with 721,799 reactions and 888 catalyst types from USPTO. Predict which catalyst facilitates the given reaction. Product: [CH3:18][C:5]([N:7]1[CH:11]=[C:10]([C:12]2[CH:13]=[N:14][CH:15]=[CH:16][CH:17]=2)[N:9]=[CH:8]1)([CH3:6])[CH:4]=[O:3]. The catalyst class is: 2. Reactant: C([O:3][C:4](=O)[C:5]([CH3:18])([N:7]1[CH:11]=[C:10]([C:12]2[CH:13]=[N:14][CH:15]=[CH:16][CH:17]=2)[N:9]=[CH:8]1)[CH3:6])C.[H-].C([Al+]CC(C)C)C(C)C.CO.C(OCC)(=O)C.